This data is from Full USPTO retrosynthesis dataset with 1.9M reactions from patents (1976-2016). The task is: Predict the reactants needed to synthesize the given product. (1) Given the product [CH2:18]([O:17][C:15]([N:10]1[CH2:11][CH2:12][CH2:13][CH2:14][C@H:8]([NH:7][C:5]([N:61]2[CH2:62][CH2:63][N:58]([C:51]3[C:50]4[C:55](=[CH:56][C:47]([Cl:46])=[CH:48][CH:49]=4)[N:54]=[C:53]([NH2:57])[CH:52]=3)[CH2:59][CH2:60]2)=[O:6])[C:9]1=[O:20])=[O:16])[CH3:19], predict the reactants needed to synthesize it. The reactants are: CC(C)(O[C:5]([NH:7][C@@H:8]1[CH2:14][CH2:13][CH2:12][CH2:11][N:10]([C:15]([O:17][CH2:18][CH3:19])=[O:16])[C:9]1=[O:20])=[O:6])C.C(O)(C(F)(F)F)=O.ClC(Cl)(OC(=O)OC(Cl)(Cl)Cl)Cl.C([O-])(O)=O.[Na+].[Cl:46][C:47]1[CH:56]=[C:55]2[C:50]([C:51]([N:58]3[CH2:63][CH2:62][NH:61][CH2:60][CH2:59]3)=[CH:52][C:53]([NH2:57])=[N:54]2)=[CH:49][CH:48]=1. (2) Given the product [Br:1][C:2]1[CH:7]=[CH:6][CH:5]=[CH:4][C:3]=1[CH:8]([OH:12])[C:9]([O:11][CH3:18])=[O:10], predict the reactants needed to synthesize it. The reactants are: [Br:1][C:2]1[CH:7]=[CH:6][CH:5]=[CH:4][C:3]=1[CH:8]([OH:12])[C:9]([OH:11])=[O:10].S(=O)(=O)(O)O.[CH3:18]O. (3) Given the product [S:1]1[CH:5]=[CH:4][N:3]=[C:2]1[C:6]1[CH:13]=[CH:12][C:9]([CH2:10][Br:33])=[CH:8][CH:7]=1, predict the reactants needed to synthesize it. The reactants are: [S:1]1[CH:5]=[CH:4][N:3]=[C:2]1[C:6]1[CH:13]=[CH:12][C:9]([CH2:10]O)=[CH:8][CH:7]=1.C1(P(C2C=CC=CC=2)C2C=CC=CC=2)C=CC=CC=1.[Br:33]N1C(=O)CCC1=O.C(=O)([O-])O.[Na+]. (4) Given the product [Cl:8][C:7]1[C:6]([N:21]2[CH2:22][CH2:23][CH:18]([C:15]3[CH:14]=[CH:13][C:12]([O:11][CH3:10])=[CH:17][CH:16]=3)[CH2:19][CH2:20]2)=[CH:5][N:4]=[N:3][C:2]=1[NH:30][NH2:31], predict the reactants needed to synthesize it. The reactants are: Cl[C:2]1[N:3]=[N:4][CH:5]=[C:6](Cl)[C:7]=1[Cl:8].[CH3:10][O:11][C:12]1[CH:17]=[CH:16][C:15]([CH:18]2[CH2:23][CH2:22][NH:21][CH2:20][CH2:19]2)=[CH:14][CH:13]=1.C(=O)([O-])[O-].[K+].[K+].[NH2:30][NH2:31]. (5) Given the product [S:31]([OH:35])([OH:34])(=[O:33])=[O:32].[F:1][C:2]1[CH:7]=[CH:6][C:5]([F:8])=[CH:4][C:3]=1[C@H:9]1[CH2:13][CH2:12][CH2:11][N:10]1[C:14]1[CH:19]=[CH:18][N:17]2[N:20]=[CH:21][C:22]([NH:23][C:24]([CH2:9][N:10]3[CH2:14][CH:36]([OH:37])[CH2:11]3)=[O:25])=[C:16]2[N:15]=1, predict the reactants needed to synthesize it. The reactants are: [F:1][C:2]1[CH:7]=[CH:6][C:5]([F:8])=[CH:4][C:3]=1[C@H:9]1[CH2:13][CH2:12][CH2:11][N:10]1[C:14]1[CH:19]=[CH:18][N:17]2[N:20]=[CH:21][C:22]([NH:23][C:24](N3CC(O)C3)=[O:25])=[C:16]2[N:15]=1.[S:31](=[O:35])(=[O:34])([OH:33])[OH:32].[CH3:36][OH:37]. (6) The reactants are: [NH2:1][C:2]1([C:8]#[N:9])[CH2:7][CH2:6][CH2:5][CH2:4][CH2:3]1.[ClH:10]. Given the product [ClH:10].[ClH:10].[NH2:9][CH2:8][C:2]1([NH2:1])[CH2:7][CH2:6][CH2:5][CH2:4][CH2:3]1, predict the reactants needed to synthesize it. (7) Given the product [CH2:26]([O:25][C@H:24]1[C@H:20]([O:19][CH2:1][CH2:2][CH2:3][CH2:4][CH2:5][CH2:6][CH2:7][CH2:8]/[CH:9]=[CH:10]\[CH2:11]/[CH:12]=[CH:13]\[CH2:14][CH2:15][CH2:16][CH2:17][CH3:18])[CH2:21][N:22]([CH2:44][CH2:45][C:46]([OH:48])=[O:47])[CH2:23]1)[CH2:27][CH2:28][CH2:29][CH2:30][CH2:31][CH2:32][CH2:33]/[CH:34]=[CH:35]\[CH2:36]/[CH:37]=[CH:38]\[CH2:39][CH2:40][CH2:41][CH2:42][CH3:43], predict the reactants needed to synthesize it. The reactants are: [CH2:1]([O:19][C@H:20]1[C@H:24]([O:25][CH2:26][CH2:27][CH2:28][CH2:29][CH2:30][CH2:31][CH2:32][CH2:33]/[CH:34]=[CH:35]\[CH2:36]/[CH:37]=[CH:38]\[CH2:39][CH2:40][CH2:41][CH2:42][CH3:43])[CH2:23][N:22]([CH2:44][CH2:45][C:46]([O:48]CC)=[O:47])[CH2:21]1)[CH2:2][CH2:3][CH2:4][CH2:5][CH2:6][CH2:7][CH2:8]/[CH:9]=[CH:10]\[CH2:11]/[CH:12]=[CH:13]\[CH2:14][CH2:15][CH2:16][CH2:17][CH3:18].[OH-].[Na+].Cl. (8) Given the product [ClH:40].[NH2:8][CH2:9][CH2:10][CH2:11][CH2:12][CH2:13][CH2:14][O:15][C:16]1[C:37]([O:38][CH3:39])=[CH:36][C:19]2[C:20]3[N:25]([CH:26]([C:28]([CH3:29])([CH3:30])[CH3:31])[CH2:27][C:18]=2[CH:17]=1)[CH:24]=[C:23]([C:32]([OH:34])=[O:33])[C:22](=[O:35])[CH:21]=3, predict the reactants needed to synthesize it. The reactants are: C(OC([NH:8][CH2:9][CH2:10][CH2:11][CH2:12][CH2:13][CH2:14][O:15][C:16]1[C:37]([O:38][CH3:39])=[CH:36][C:19]2[C:20]3[N:25]([CH:26]([C:28]([CH3:31])([CH3:30])[CH3:29])[CH2:27][C:18]=2[CH:17]=1)[CH:24]=[C:23]([C:32]([OH:34])=[O:33])[C:22](=[O:35])[CH:21]=3)=O)(C)(C)C.[ClH:40].